From a dataset of Reaction yield outcomes from USPTO patents with 853,638 reactions. Predict the reaction yield, written as a fraction of the theoretical maximum amount of product (1.0 means a 100% yield; for example, 0.34 means a 34% yield). (1) The reactants are [F:1][CH:2]([F:38])[O:3][CH2:4][C@@H:5]([NH:7][C:8]([C:10]1[C:18]2[C:13](=[N:14][CH:15]=[C:16]([C:19]3[C:27]4[C:22](=[CH:23][C:24]([F:28])=[CH:25][CH:26]=4)[N:21]([CH3:29])[N:20]=3)[N:17]=2)[N:12](COCC[Si](C)(C)C)[CH:11]=1)=[O:9])[CH3:6].C(O)(C(F)(F)F)=O.C(N)CN. The catalyst is ClCCl. The product is [F:38][CH:2]([F:1])[O:3][CH2:4][C@@H:5]([NH:7][C:8]([C:10]1[C:18]2[C:13](=[N:14][CH:15]=[C:16]([C:19]3[C:27]4[C:22](=[CH:23][C:24]([F:28])=[CH:25][CH:26]=4)[N:21]([CH3:29])[N:20]=3)[N:17]=2)[NH:12][CH:11]=1)=[O:9])[CH3:6]. The yield is 0.320. (2) The reactants are [CH3:1][O:2][C:3]1[CH:4]=[C:5]2[C:10](=[CH:11][C:12]=1[O:13][CH3:14])[N:9]=[CH:8][CH:7]=[C:6]2[O:15][C:16]1[CH:22]=[CH:21][C:19]([NH2:20])=[CH:18][CH:17]=1.ClC(Cl)(O[C:27](=[O:33])OC(Cl)(Cl)Cl)Cl.[NH2:35][N:36]1[CH2:41][CH2:40][CH2:39][CH2:38][CH2:37]1.C(=O)(O)[O-].[Na+]. The catalyst is C(Cl)Cl.C(N(CC)CC)C.C1(C)C=CC=CC=1. The product is [CH3:1][O:2][C:3]1[CH:4]=[C:5]2[C:10](=[CH:11][C:12]=1[O:13][CH3:14])[N:9]=[CH:8][CH:7]=[C:6]2[O:15][C:16]1[CH:22]=[CH:21][C:19]([NH:20][C:27]([NH:35][N:36]2[CH2:41][CH2:40][CH2:39][CH2:38][CH2:37]2)=[O:33])=[CH:18][CH:17]=1. The yield is 0.560.